From a dataset of Forward reaction prediction with 1.9M reactions from USPTO patents (1976-2016). Predict the product of the given reaction. (1) Given the reactants [CH3:1][O:2][C:3](=[O:14])[C:4]1[CH:9]=[C:8]([F:10])[C:7]([F:11])=[C:6]([OH:12])[C:5]=1[F:13].[H-].[Na+].Br[CH2:18][C:19]([O:21][C:22]([CH3:25])([CH3:24])[CH3:23])=[O:20].[Cl-].[NH4+], predict the reaction product. The product is: [CH3:1][O:2][C:3](=[O:14])[C:4]1[CH:9]=[C:8]([F:10])[C:7]([F:11])=[C:6]([O:12][CH2:18][C:19]([O:21][C:22]([CH3:25])([CH3:24])[CH3:23])=[O:20])[C:5]=1[F:13]. (2) Given the reactants [NH2:1][C:2]1[CH:10]=[CH:9][CH:8]=[CH:7][C:3]=1[C:4]([NH2:6])=[O:5].[CH:11]([C:14]1[N:15]=[C:16]([C:19](O)=[O:20])[S:17][CH:18]=1)([CH3:13])[CH3:12], predict the reaction product. The product is: [C:4]([C:3]1[CH:7]=[CH:8][CH:9]=[CH:10][C:2]=1[NH:1][C:19]([C:16]1[S:17][CH:18]=[C:14]([CH:11]([CH3:13])[CH3:12])[N:15]=1)=[O:20])(=[O:5])[NH2:6]. (3) Given the reactants C([O:3][C:4](=[O:33])[C:5]1[CH:10]=[CH:9][C:8](C(=O)CN2C(=O)C(C3C=CC=CC=3)(C3C=CC=CC=3)N=C2C)=[CH:7][CH:6]=1)C.[Li+].[OH-], predict the reaction product. The product is: [C:4]([OH:33])(=[O:3])[C:5]1[CH:10]=[CH:9][CH:8]=[CH:7][CH:6]=1. (4) The product is: [F:29][C:23]1[CH:24]=[CH:25][C:26]([F:28])=[CH:27][C:22]=1[CH2:21][O:20][C:18]([N:15]1[CH2:16][CH2:17][CH:12]([NH:11][C:10]2[CH:9]=[CH:8][C:7]([CH2:6][CH2:5][NH:4][CH2:60][C@H:58]([OH:59])[CH2:57][O:56][C:53]3[CH:54]=[CH:55][C:50]([OH:49])=[CH:51][CH:52]=3)=[CH:31][CH:30]=2)[CH2:13][CH2:14]1)=[O:19]. Given the reactants C(O)=O.[NH2:4][CH2:5][CH2:6][C:7]1[CH:31]=[CH:30][C:10]([NH:11][CH:12]2[CH2:17][CH2:16][N:15]([C:18]([O:20][CH2:21][C:22]3[CH:27]=[C:26]([F:28])[CH:25]=[CH:24][C:23]=3[F:29])=[O:19])[CH2:14][CH2:13]2)=[CH:9][CH:8]=1.C([Si]([O:49][C:50]1[CH:55]=[CH:54][C:53]([O:56][CH2:57][CH:58]2[CH2:60][O:59]2)=[CH:52][CH:51]=1)(C1C=CC=CC=1)C1C=CC=CC=1)(C)(C)C, predict the reaction product. (5) Given the reactants I[C@@H:2]1[C@@H:8]2[CH2:9][C@@H:5]([C:6](=[O:10])[O:7]2)[CH2:4][CH2:3]1.[OH-].[Na+].[CH2:13]([OH:15])[CH3:14], predict the reaction product. The product is: [C@@H:3]12[O:15][C@@H:13]1[CH2:14][CH2:9][C@H:5]([C:6]([O:7][CH2:8][CH3:2])=[O:10])[CH2:4]2. (6) Given the reactants [C:1]([N:5]1[CH:9]=[CH:8][C:7]([C:10]2[N:15]=[C:14]([NH:16][C:17]3[C:18]4[N:19]([CH:24]=[CH:25][N:26]=4)[N:20]=[C:21]([Cl:23])[CH:22]=3)[CH:13]=[CH:12][CH:11]=2)=[N:6]1)([CH3:4])([CH3:3])[CH3:2].[C:27]1(B(O)O)[CH:32]=[CH:31][CH:30]=[CH:29][CH:28]=1.CC(C1C=C(C(C)C)C(C2C=CC=CC=2P(C2CCCCC2)C2CCCCC2)=C(C(C)C)C=1)C.C([O-])([O-])=O.[K+].[K+], predict the reaction product. The product is: [ClH:23].[C:1]([N:5]1[CH:9]=[CH:8][C:7]([C:10]2[N:15]=[C:14]([NH:16][C:17]3[C:18]4[N:19]([CH:24]=[CH:25][N:26]=4)[N:20]=[C:21]([C:27]4[CH:32]=[CH:31][CH:30]=[CH:29][CH:28]=4)[CH:22]=3)[CH:13]=[CH:12][CH:11]=2)=[N:6]1)([CH3:4])([CH3:3])[CH3:2]. (7) Given the reactants FC1C=CC(NC(=O)NC2C=CC(C3C=C4C(CN([C@@H](C(C)C)C(O)=O)C4=O)=CC=3)=CC=2)=CC=1.[Cl:35][C:36]1[CH:41]=[CH:40][C:39]([NH:42][C:43](=[O:69])[NH:44][C:45]2[CH:50]=[CH:49][C:48]([C:51]3[CH:59]=[C:58]4[C:54]([CH2:55][N:56]([C@@H:61]([CH:66]([CH3:68])[CH3:67])[C:62]([O:64]C)=[O:63])[C:57]4=[O:60])=[CH:53][CH:52]=3)=[CH:47][CH:46]=2)=[C:38]([O:70][C:71]2[CH:76]=[CH:75][CH:74]=[CH:73][CH:72]=2)[CH:37]=1, predict the reaction product. The product is: [Cl:35][C:36]1[CH:41]=[CH:40][C:39]([NH:42][C:43](=[O:69])[NH:44][C:45]2[CH:46]=[CH:47][C:48]([C:51]3[CH:59]=[C:58]4[C:54]([CH2:55][N:56]([C@@H:61]([CH:66]([CH3:68])[CH3:67])[C:62]([OH:64])=[O:63])[C:57]4=[O:60])=[CH:53][CH:52]=3)=[CH:49][CH:50]=2)=[C:38]([O:70][C:71]2[CH:72]=[CH:73][CH:74]=[CH:75][CH:76]=2)[CH:37]=1. (8) Given the reactants Br[C:2]1[CH:7]=[CH:6][C:5]([CH2:8][C:9]([NH:11][C:12]2[CH:17]=[CH:16][C:15]([Cl:18])=[C:14]([Cl:19])[CH:13]=2)=[O:10])=[C:4]([F:20])[CH:3]=1.[CH2:21]([O:23][C:24]1[C:25]([O:39][CH2:40][C:41]2[CH:46]=[CH:45][C:44]([O:47][CH3:48])=[CH:43][CH:42]=2)=[N:26][CH:27]=[C:28](B2OC(C)(C)C(C)(C)O2)[CH:29]=1)[CH3:22].C([O-])([O-])=O.[Cs+].[Cs+], predict the reaction product. The product is: [Cl:19][C:14]1[CH:13]=[C:12]([NH:11][C:9](=[O:10])[CH2:8][C:5]2[CH:6]=[CH:7][C:2]([C:28]3[CH:27]=[N:26][C:25]([O:39][CH2:40][C:41]4[CH:42]=[CH:43][C:44]([O:47][CH3:48])=[CH:45][CH:46]=4)=[C:24]([O:23][CH2:21][CH3:22])[CH:29]=3)=[CH:3][C:4]=2[F:20])[CH:17]=[CH:16][C:15]=1[Cl:18].